This data is from KCNQ2 potassium channel screen with 302,405 compounds. The task is: Binary Classification. Given a drug SMILES string, predict its activity (active/inactive) in a high-throughput screening assay against a specified biological target. (1) The molecule is o1c(c2ccc(cc2)C)c(O)c(=O)c2c1cccc2. The result is 1 (active). (2) The molecule is Clc1ccc(C2NC(=O)NC(=C2C(OCC2OCCC2)=O)C)cc1. The result is 0 (inactive). (3) The compound is [nH]1c2c(cc(cc2)C#Cc2c(N)cccc2)cc1. The result is 0 (inactive). (4) The compound is s1c(CN(Cc2ccccc2)C(=O)NC(C)C)ccc1. The result is 0 (inactive). (5) The drug is O=C1N2N=C(CC2c2c1c(OC)c(OC)cc2)c1ccccc1. The result is 0 (inactive). (6) The compound is O=C(c1c(n(Cc2ccccc2)c(=O)n(c1=O)C)N)CN(Cc1c(OC)cc(OC)cc1)C. The result is 0 (inactive).